The task is: Predict which catalyst facilitates the given reaction.. This data is from Catalyst prediction with 721,799 reactions and 888 catalyst types from USPTO. (1) Reactant: [CH3:1][O:2][C:3]1[CH:4]=[C:5]([C@@H:12]2[O:19][CH2:18][C@@H:17]3[C@H:13]2[CH2:14][O:15][C@H:16]3[C:20]2[CH:21]=[C:22]([O:29][CH3:30])[C:23]([OH:28])=[C:24]([O:26][CH3:27])[CH:25]=2)[CH:6]=[C:7]([O:10][CH3:11])[C:8]=1[OH:9]. Product: [CH3:30][O:29][C:22]1[CH:21]=[C:20]([C@H:16]2[O:15][CH2:14][C@H:13]3[C@@H:17]2[CH2:18][O:19][C@@H:12]3[C:5]2[CH:6]=[C:7]([O:10][CH3:11])[C:8]([OH:9])=[C:3]([O:2][CH3:1])[CH:4]=2)[CH:25]=[C:24]([O:26][CH3:27])[C:23]=1[OH:28]. The catalyst class is: 22. (2) Reactant: [C:1]([C:3]1[CH:4]=[C:5]([CH:9]=[CH:10][C:11]=1[O:12][CH:13]([CH3:15])[CH3:14])[C:6]([OH:8])=O)#[N:2].C(Cl)CCl.O[NH:21][C:22]([C:24]1[CH:25]=[C:26]2[C:30](=[CH:31][CH:32]=1)[NH:29][N:28]=[CH:27]2)=[NH:23]. Product: [NH:29]1[C:30]2[C:26](=[CH:25][C:24]([C:22]3[N:21]=[C:6]([C:5]4[CH:9]=[CH:10][C:11]([O:12][CH:13]([CH3:15])[CH3:14])=[C:3]([CH:4]=4)[C:1]#[N:2])[O:8][N:23]=3)=[CH:32][CH:31]=2)[CH:27]=[N:28]1. The catalyst class is: 39. (3) Reactant: COC(C1C(OCC2C=CC=CC=2)=C(Br)C=C(Br)N=1)=O.[CH2:21]([O:28][C:29]1[C:30]([C:38]([OH:40])=O)=[N:31][C:32]([Br:37])=[CH:33][C:34]=1[O:35][CH3:36])[C:22]1[CH:27]=[CH:26][CH:25]=[CH:24][CH:23]=1.[F:41][C:42]1[CH:49]=[CH:48][C:45]([CH2:46][NH2:47])=[CH:44][CH:43]=1.CCN(C(C)C)C(C)C.CN(C(ON1N=NC2C=CC=NC1=2)=[N+](C)C)C.F[P-](F)(F)(F)(F)F. Product: [F:41][C:42]1[CH:49]=[CH:48][C:45]([CH2:46][NH:47][C:38]([C:30]2[C:29]([O:28][CH2:21][C:22]3[CH:23]=[CH:24][CH:25]=[CH:26][CH:27]=3)=[C:34]([O:35][CH3:36])[CH:33]=[C:32]([Br:37])[N:31]=2)=[O:40])=[CH:44][CH:43]=1. The catalyst class is: 215. (4) Product: [CH3:12][C:13]([OH:14])([C:6]#[C:5][Si:1]([CH3:4])([CH3:3])[CH3:2])[CH3:15]. The catalyst class is: 1. Reactant: [Si:1]([C:5]#[CH:6])([CH3:4])([CH3:3])[CH3:2].[Li]CCCC.[CH3:12][C:13]([CH3:15])=[O:14].Cl. (5) Reactant: [CH3:1][C:2]1([CH3:39])[O:6][C@@H:5]2[C@@H:7]([C:35](=[O:38])[CH2:36][CH3:37])[O:8][C@@H:9]([N:10]3[C:14]4[N:15]=[C:16]([N:20]([C:28]([O:30][C:31]([CH3:34])([CH3:33])[CH3:32])=[O:29])[C:21]([O:23][C:24]([CH3:27])([CH3:26])[CH3:25])=[O:22])[N:17]=[C:18]([CH3:19])[C:13]=4[CH:12]=[CH:11]3)[C@@H:4]2[O:3]1.C([O-])=O.[Na+]. Product: [OH:38][C@@H:35]([C@@H:7]1[C@H:5]2[O:6][C:2]([CH3:1])([CH3:39])[O:3][C@H:4]2[C@H:9]([N:10]2[C:14]3[N:15]=[C:16]([N:20]([C:28]([O:30][C:31]([CH3:32])([CH3:34])[CH3:33])=[O:29])[C:21]([O:23][C:24]([CH3:26])([CH3:25])[CH3:27])=[O:22])[N:17]=[C:18]([CH3:19])[C:13]=3[CH:12]=[CH:11]2)[O:8]1)[CH2:36][CH3:37]. The catalyst class is: 161. (6) Reactant: [Cl:1][C:2]1[C:11]2[C:6](=[CH:7][CH:8]=[C:9]([OH:12])[CH:10]=2)[O:5][C:4](=[O:13])[C:3]=1[C:14]1[CH:19]=[CH:18][CH:17]=[C:16]([OH:20])[CH:15]=1.[C:35]1(C)[CH:36]=[CH:37]C(S([O-])(=[O:28])=[O:28])=[CH:33][CH:34]=1.[NH+]1[CH:37]=[CH:36][CH:35]=[CH:34][CH:33]=1.[O:38]1[CH:43]=[CH:42][CH2:41][CH2:40][CH2:39]1. Product: [Cl:1][C:2]1[C:11]2[C:6](=[CH:7][CH:8]=[C:9]([O:12][CH:37]3[CH2:36][CH2:35][CH2:34][CH2:33][O:28]3)[CH:10]=2)[O:5][C:4](=[O:13])[C:3]=1[C:14]1[CH:19]=[CH:18][CH:17]=[C:16]([O:20][CH:43]2[CH2:42][CH2:41][CH2:40][CH2:39][O:38]2)[CH:15]=1. The catalyst class is: 7. (7) Reactant: Cl.[NH2:2][CH2:3][C@@H:4]1[O:8][C:7](=[O:9])[N:6]([C:10]2[CH:23]=[CH:22][C:13]3[C:14]4[NH:15][N:16]=[CH:17][C:18]=4[CH2:19][CH2:20][CH2:21][C:12]=3[CH:11]=2)[CH2:5]1.C(N(CC)CC)C.Cl[C:32]([O:34][CH2:35][CH3:36])=[O:33].[C:37]([O:40][CH2:41][CH3:42])(=[O:39])C. Product: [CH2:35]([O:34][C:32]([N:15]1[C:14]2[C:13]3[CH:22]=[CH:23][C:10]([N:6]4[CH2:5][C@H:4]([CH2:3][NH:2][C:37]([O:40][CH2:41][CH3:42])=[O:39])[O:8][C:7]4=[O:9])=[CH:11][C:12]=3[CH2:21][CH2:20][CH2:19][C:18]=2[CH:17]=[N:16]1)=[O:33])[CH3:36]. The catalyst class is: 2. (8) Reactant: [CH3:1][N:2]([CH3:18])[C:3]([C:5]([NH:10]C(=O)OC(C)(C)C)([CH2:8][CH3:9])[CH2:6][CH3:7])=[O:4].[ClH:19]. Product: [ClH:19].[NH2:10][C:5]([CH2:8][CH3:9])([CH2:6][CH3:7])[C:3]([N:2]([CH3:18])[CH3:1])=[O:4]. The catalyst class is: 13. (9) Reactant: Cl[CH2:2][C:3]1[S:4][C:5]([C:9]2[CH:14]=[CH:13][C:12]([C:15]([F:18])([F:17])[F:16])=[CH:11][CH:10]=2)=[CH:6][C:7]=1[CH3:8].[CH2:19]([C@H:26]1[CH2:30][O:29][C:28](=[O:31])[N:27]1[C:32](=[O:47])[CH2:33][C@@H:34]([C:40]1[CH:45]=[CH:44][C:43]([OH:46])=[CH:42][CH:41]=1)[C:35]1[CH:39]=[CH:38][O:37][N:36]=1)[C:20]1[CH:25]=[CH:24][CH:23]=[CH:22][CH:21]=1.C([O-])([O-])=O.[Cs+].[Cs+]. Product: [O:37]1[CH:38]=[CH:39][C:35]([C@H:34]([C:40]2[CH:45]=[CH:44][C:43]([O:46][CH2:2][C:3]3[S:4][C:5]([C:9]4[CH:14]=[CH:13][C:12]([C:15]([F:18])([F:17])[F:16])=[CH:11][CH:10]=4)=[CH:6][C:7]=3[CH3:8])=[CH:42][CH:41]=2)[CH2:33][C:32]([N:27]2[C@@H:26]([CH2:19][C:20]3[CH:25]=[CH:24][CH:23]=[CH:22][CH:21]=3)[CH2:30][O:29][C:28]2=[O:31])=[O:47])=[N:36]1. The catalyst class is: 31. (10) Reactant: [O:1]1[C:5]2[CH:6]=[CH:7][C:8]([NH:10][S:11]([C:14]3[CH:19]=[CH:18][C:17]([CH2:20][CH2:21][C:22]([O:24]C)=O)=[CH:16][CH:15]=3)(=[O:13])=[O:12])=[CH:9][C:4]=2[O:3][CH2:2]1.[OH-].[NH4+:27]. Product: [O:1]1[C:5]2[CH:6]=[CH:7][C:8]([NH:10][S:11]([C:14]3[CH:19]=[CH:18][C:17]([CH2:20][CH2:21][C:22]([NH2:27])=[O:24])=[CH:16][CH:15]=3)(=[O:13])=[O:12])=[CH:9][C:4]=2[O:3][CH2:2]1. The catalyst class is: 5.